The task is: Regression. Given two drug SMILES strings and cell line genomic features, predict the synergy score measuring deviation from expected non-interaction effect.. This data is from NCI-60 drug combinations with 297,098 pairs across 59 cell lines. Drug 1: C1=C(C(=O)NC(=O)N1)N(CCCl)CCCl. Drug 2: CN(C)C1=NC(=NC(=N1)N(C)C)N(C)C. Cell line: ACHN. Synergy scores: CSS=64.8, Synergy_ZIP=1.96, Synergy_Bliss=2.13, Synergy_Loewe=-27.9, Synergy_HSA=-0.540.